Dataset: HIV replication inhibition screening data with 41,000+ compounds from the AIDS Antiviral Screen. Task: Binary Classification. Given a drug SMILES string, predict its activity (active/inactive) in a high-throughput screening assay against a specified biological target. (1) The drug is CC(=NNS(=O)(=O)c1ccc(C)cc1)c1cc2ccccc2n1C. The result is 0 (inactive). (2) The compound is O=C(c1ccccc1)C1C(c2ccccc2)S(=O)C(c2ccccc2)CC1(O)c1ccccc1. The result is 0 (inactive). (3) The compound is COC1N(C2C=CC(CO)O2)C(=O)NC(=O)C1(C)I. The result is 1 (active). (4) The molecule is CCOC(=O)COc1ccc(C=CC(=O)c2ccc(OC)cc2)cc1. The result is 0 (inactive). (5) The compound is Cc1cc(C)nc(NS(=O)(=O)c2ccc(NC(=O)c3cccc4cc5ccccc5nc34)cc2)n1. The result is 0 (inactive).